Dataset: Full USPTO retrosynthesis dataset with 1.9M reactions from patents (1976-2016). Task: Predict the reactants needed to synthesize the given product. (1) The reactants are: [OH:1][C@@H:2]1[CH2:11][CH2:10][C@@H:9]2[C@H:4]([CH2:5][C@@H:6]([C:16]([O:18][CH2:19][CH3:20])=[O:17])[N:7]([C:12]([O:14][CH3:15])=[O:13])[CH2:8]2)[CH2:3]1.C(N(CC)CC)C.[CH3:28][S:29](Cl)(=[O:31])=[O:30].[Cl-].[NH4+]. Given the product [CH3:28][S:29]([O:1][C@@H:2]1[CH2:11][CH2:10][C@@H:9]2[C@H:4]([CH2:5][C@@H:6]([C:16]([O:18][CH2:19][CH3:20])=[O:17])[N:7]([C:12]([O:14][CH3:15])=[O:13])[CH2:8]2)[CH2:3]1)(=[O:31])=[O:30], predict the reactants needed to synthesize it. (2) Given the product [CH3:4][C:2]1[N:9]([C:10]2[CH:15]=[CH:14][CH:13]=[CH:12][C:11]=2[CH2:16][C:17]#[N:18])[C:6]([CH3:7])=[CH:5][CH:1]=1, predict the reactants needed to synthesize it. The reactants are: [CH2:1]([CH2:5][C:6](=O)[CH3:7])[C:2]([CH3:4])=O.[NH2:9][C:10]1[CH:15]=[CH:14][CH:13]=[CH:12][C:11]=1[CH2:16][C:17]#[N:18].C1(C)C=CC(S(O)(=O)=O)=CC=1. (3) Given the product [F:14][C:2]([F:1])([F:13])[O:3][C:4]1[CH:5]=[C:6]([CH:15]([NH2:21])[CH3:16])[CH:7]=[CH:8][CH:9]=1, predict the reactants needed to synthesize it. The reactants are: [F:1][C:2]([F:14])([F:13])[O:3][C:4]1[CH:9]=[CH:8][C:7](C(=O)C)=[CH:6][CH:5]=1.[C:15]([O-])(=O)[CH3:16].[NH4+].C([BH3-])#[N:21].[Na+].